From a dataset of CYP1A2 inhibition data for predicting drug metabolism from PubChem BioAssay. Regression/Classification. Given a drug SMILES string, predict its absorption, distribution, metabolism, or excretion properties. Task type varies by dataset: regression for continuous measurements (e.g., permeability, clearance, half-life) or binary classification for categorical outcomes (e.g., BBB penetration, CYP inhibition). Dataset: cyp1a2_veith. (1) The compound is O=C(O)C(Cc1cccs1)C(=O)O. The result is 0 (non-inhibitor). (2) The result is 0 (non-inhibitor). The drug is CC(C)CO/N=C1/C[C@@H](O)[C@@H](O)[C@@H]2[C@@H]3C(=O)N(C[C@@H]4CCCO4)C(=O)[C@H]3CC[C@@H]12. (3) The molecule is N#CCCn1c(=O)c(-c2cccs2)nc2cnc(N3CCOCC3)nc21. The result is 1 (inhibitor). (4) The molecule is CC[C@H]1CN(C)[C@H]2Cc3c([nH]c4ccccc34)C(=O)C[C@H]1[C@H]2C(=O)OC. The result is 0 (non-inhibitor).